From a dataset of Forward reaction prediction with 1.9M reactions from USPTO patents (1976-2016). Predict the product of the given reaction. The product is: [CH2:10]1[C:9]2([CH2:13][CH2:14][NH:6][CH2:7][CH2:8]2)[CH2:12][O:11]1. Given the reactants COC1C=C(OC)C=CC=1C[N:6]1[CH2:14][CH2:13][C:9]2([CH2:12][O:11][CH2:10]2)[CH2:8][CH2:7]1, predict the reaction product.